The task is: Predict the reactants needed to synthesize the given product.. This data is from Full USPTO retrosynthesis dataset with 1.9M reactions from patents (1976-2016). (1) Given the product [O:62]1[CH:66]=[CH:65][CH:64]=[C:63]1[C:67]1[O:71][C:70]([NH:72][C:73]([C:75]2[CH:80]=[CH:79][CH:78]=[C:77]([C:49]3[CH:48]=[C:47]4[C:52](=[CH:51][CH:50]=3)[N:44]([CH3:43])[CH:45]=[CH:46]4)[CH:76]=2)=[O:74])=[N:69][N:68]=1, predict the reactants needed to synthesize it. The reactants are: C1(P(C2CCCCC2)C2C=CC=CC=2C2C(C(C)C)=CC(C(C)C)=CC=2C(C)C)CCCCC1.P([O-])([O-])([O-])=O.[K+].[K+].[K+].[CH3:43][N:44]1[C:52]2[C:47](=[CH:48][C:49](B3OC(C)(C)C(C)(C)O3)=[CH:50][CH:51]=2)[CH:46]=[CH:45]1.[O:62]1[CH:66]=[CH:65][CH:64]=[C:63]1[C:67]1[O:71][C:70]([NH:72][C:73]([C:75]2[CH:80]=[CH:79][CH:78]=[C:77](I)[CH:76]=2)=[O:74])=[N:69][N:68]=1. (2) Given the product [NH2:2][C:1]1[C:3]2[C:4]([C:26]3[CH:31]=[CH:30][CH:29]=[C:28]([N+:32]([O-:34])=[O:33])[CH:27]=3)=[N:5][C:6]([S:24][CH3:25])=[N:7][C:8]=2[CH2:9][CH2:10][C:11]=1[C:12]([O:14][CH2:15][CH3:17])=[O:13], predict the reactants needed to synthesize it. The reactants are: [C:1]([C:3]1[C:4]([C:26]2[CH:31]=[CH:30][CH:29]=[C:28]([N+:32]([O-:34])=[O:33])[CH:27]=2)=[N:5][C:6]([S:24][CH3:25])=[N:7][C:8]=1[CH2:9][CH2:10][CH:11](C(OCC)=O)[C:12]([O:14][C:15](C)([CH3:17])C)=[O:13])#[N:2].Cl[Sn](Cl)(Cl)Cl. (3) Given the product [Cl:1][C:2]1[CH:3]=[C:4]([CH:24]=[O:25])[C:5]([C:17]2[CH:22]=[CH:21][CH:20]=[C:19]([F:23])[CH:18]=2)=[C:6](/[N:10]=[N:11]/[N:12]([CH2:15][CH3:16])[CH2:13][CH3:14])[C:7]=1[C:8]#[CH:9], predict the reactants needed to synthesize it. The reactants are: [Cl:1][C:2]1[CH:3]=[C:4]([C:24](N(OC)C)=[O:25])[C:5]([C:17]2[CH:22]=[CH:21][CH:20]=[C:19]([F:23])[CH:18]=2)=[C:6](/[N:10]=[N:11]/[N:12]([CH2:15][CH3:16])[CH2:13][CH3:14])[C:7]=1[C:8]#[CH:9].[H-].[Al+3].[Li+].[H-].[H-].[H-]. (4) Given the product [N:8]1[C:7]2[C:3]([CH:2]=[O:1])=[CH:4][S:5][C:6]=2[CH:11]=[N:10][CH:9]=1, predict the reactants needed to synthesize it. The reactants are: [OH:1][CH2:2][C:3]1[C:7]2[N:8]=[CH:9][N:10]=[CH:11][C:6]=2[S:5][CH:4]=1. (5) Given the product [F:28][C:3]1[CH:2]=[C:7]([C:8]([F:10])([F:9])[F:11])[CH:6]=[CH:5][C:4]=1[C:12]1[C:13]2[C:20]([C:22]3[CH:27]=[CH:26][CH:25]=[CH:24][CH:23]=3)([OH:21])[CH2:19][CH2:18][C:14]=2[CH:15]=[N:16][CH:17]=1, predict the reactants needed to synthesize it. The reactants are: F[C:2]1[CH:3]=[C:4]([C:12]2[C:13]3[C:20]([C:22]4[CH:27]=[CH:26][CH:25]=[CH:24][CH:23]=4)([OH:21])[CH2:19][CH2:18][C:14]=3[CH:15]=[N:16][CH:17]=2)[CH:5]=[CH:6][C:7]=1[C:8]([F:11])([F:10])[F:9].[F:28]C1C=C(C(F)(F)F)C=CC=1C1C2C(=O)CCC=2C=NC=1. (6) Given the product [CH2:1]([O:3][C:4](=[O:32])[CH:5]([C:10]1[CH:11]=[C:12]([C:22]2[CH:23]=[CH:24][C:25]([C:28]([F:29])([F:30])[F:31])=[CH:26][CH:27]=2)[CH:13]=[C:14]([CH:16]2[CH2:21][CH2:20][CH2:19][N:18]([CH:12]([C:22]3[CH:23]=[CH:24][C:25]([C:28]([F:29])([F:30])[F:31])=[CH:26][CH:27]=3)[CH3:11])[CH2:17]2)[CH:15]=1)[CH2:6][CH:7]([CH3:9])[CH3:8])[CH3:2], predict the reactants needed to synthesize it. The reactants are: [CH2:1]([O:3][C:4](=[O:32])[CH:5]([C:10]1[CH:11]=[C:12]([C:22]2[CH:27]=[CH:26][C:25]([C:28]([F:31])([F:30])[F:29])=[CH:24][CH:23]=2)[CH:13]=[C:14]([CH:16]2[CH2:21][CH2:20][CH2:19][NH:18][CH2:17]2)[CH:15]=1)[CH2:6][CH:7]([CH3:9])[CH3:8])[CH3:2].[BH4-].[Na+]. (7) Given the product [C:19]([O:18][C:16]([NH:15][C@H:14]([C:13]([NH:8][CH2:9][C:10]([OH:12])=[O:11])=[O:35])[CH2:23][CH2:24][CH2:25][CH2:26][NH:27][C:28]([O:30][C:31]([CH3:32])([CH3:33])[CH3:34])=[O:29])=[O:17])([CH3:20])([CH3:21])[CH3:22], predict the reactants needed to synthesize it. The reactants are: C([N:8]([C:13](=[O:35])[C@H:14]([CH2:23][CH2:24][CH2:25][CH2:26][NH:27][C:28]([O:30][C:31]([CH3:34])([CH3:33])[CH3:32])=[O:29])[NH:15][C:16]([O:18][C:19]([CH3:22])([CH3:21])[CH3:20])=[O:17])[CH2:9][C:10]([OH:12])=[O:11])C1C=CC=CC=1. (8) Given the product [N:6]1[C:5]2[C:7]3[C:12]([CH2:13][CH2:14][C:4]=2[S:3][C:2]=1[C:24](=[O:23])[CH3:25])=[CH:11][C:10]([C:37](=[O:36])[CH3:38])=[CH:9][CH:8]=3, predict the reactants needed to synthesize it. The reactants are: Br[C:2]1[S:3][C:4]2[CH2:14][CH2:13][C:12]3[C:7](=[CH:8][CH:9]=[C:10](Br)[CH:11]=3)[C:5]=2[N:6]=1.C([Sn](CCCC)(CCCC)C([O:23][CH2:24][CH3:25])=C)CCC.[F-].[K+].[O:36]1CCO[CH2:38][CH2:37]1.